This data is from Full USPTO retrosynthesis dataset with 1.9M reactions from patents (1976-2016). The task is: Predict the reactants needed to synthesize the given product. (1) The reactants are: [F:1][C:2]1[C:7]([O:8][CH3:9])=[CH:6][C:5]([O:10][CH3:11])=[C:4]([F:12])[C:3]=1[C:13]1[N:18]=[CH:17][C:16]2[C:19](I)=[N:20][NH:21][C:15]=2[CH:14]=1.[CH3:23][N:24]1[CH2:29][CH2:28][N:27]([C:30]([CH:32]2[CH2:36][C:35]3[CH:37]=[C:38](B4OC(C)(C)C(C)(C)O4)[CH:39]=[CH:40][C:34]=3[O:33]2)=[O:31])[CH2:26][CH2:25]1. Given the product [F:1][C:2]1[C:7]([O:8][CH3:9])=[CH:6][C:5]([O:10][CH3:11])=[C:4]([F:12])[C:3]=1[C:13]1[N:18]=[CH:17][C:16]2[C:19]([C:38]3[CH:39]=[CH:40][C:34]4[O:33][CH:32]([C:30]([N:27]5[CH2:28][CH2:29][N:24]([CH3:23])[CH2:25][CH2:26]5)=[O:31])[CH2:36][C:35]=4[CH:37]=3)=[N:20][NH:21][C:15]=2[CH:14]=1, predict the reactants needed to synthesize it. (2) Given the product [F:57][C:58]1[CH:59]=[C:60]([CH:66]=[C:67]([C:69]([F:71])([F:70])[F:72])[CH:68]=1)[O:61][CH:62]1[CH2:65][N:64]([C:46](=[O:48])[CH2:45][NH:44][C:42]([C:40]2[N:39]=[N:38][N:37]([C:33]3[CH:32]=[N:31][CH:36]=[CH:35][CH:34]=3)[CH:41]=2)=[O:43])[CH2:63]1, predict the reactants needed to synthesize it. The reactants are: CCN(C(C)C)C(C)C.C1C=CC2N(O)N=NC=2C=1.CCN=C=NCCCN(C)C.[N:31]1[CH:36]=[CH:35][CH:34]=[C:33]([N:37]2[CH:41]=[C:40]([C:42]([NH:44][CH2:45][C:46]([OH:48])=O)=[O:43])[N:39]=[N:38]2)[CH:32]=1.NC1C=NC=CC=1.Cl.[F:57][C:58]1[CH:59]=[C:60]([CH:66]=[C:67]([C:69]([F:72])([F:71])[F:70])[CH:68]=1)[O:61][CH:62]1[CH2:65][NH:64][CH2:63]1.Cl.FC(F)(F)C1C=C(C=CC=1)OC1CNC1. (3) Given the product [Cl:9][C:10]1[C:15]([NH2:16])=[C:14]([C:2]#[C:1][C:3]2[CH:8]=[CH:7][CH:6]=[CH:5][CH:4]=2)[N:13]=[CH:12][N:11]=1, predict the reactants needed to synthesize it. The reactants are: [C:1]([C:3]1[CH:8]=[CH:7][CH:6]=[CH:5][CH:4]=1)#[CH:2].[Cl:9][C:10]1[C:15]([NH2:16])=[C:14](Cl)[N:13]=[CH:12][N:11]=1.CCN(C(C)C)C(C)C. (4) Given the product [NH4+:9].[OH-:23].[F:1][C:2]1[CH:7]=[CH:6][CH:5]=[C:4]([F:8])[C:3]=1[N:9]1[C:14]2[N:15]=[C:16]([NH:41][CH2:40][CH2:39][N:38]([CH3:42])[CH3:37])[N:17]=[C:18]([C:19]3[CH:20]=[C:21]([CH:28]=[CH:29][C:30]=3[CH3:31])[C:22]([NH:24][CH2:25][CH2:26][CH3:27])=[O:23])[C:13]=2[CH:12]=[CH:11][C:10]1=[O:36], predict the reactants needed to synthesize it. The reactants are: [F:1][C:2]1[CH:7]=[CH:6][CH:5]=[C:4]([F:8])[C:3]=1[N:9]1[C:14]2[N:15]=[C:16](S(C)(=O)=O)[N:17]=[C:18]([C:19]3[CH:20]=[C:21]([CH:28]=[CH:29][C:30]=3[CH3:31])[C:22]([NH:24][CH2:25][CH2:26][CH3:27])=[O:23])[C:13]=2[CH:12]=[CH:11][C:10]1=[O:36].[CH3:37][N:38]([CH3:42])[CH2:39][CH2:40][NH2:41]. (5) Given the product [CH:1]1([C:5]2[N:13]([CH2:14][C@H:15]3[CH2:20][CH2:19][C@H:18]([CH3:21])[CH2:17][CH2:16]3)[C:12]3[C:7](=[N:8][C:9]([C:29]#[N:30])=[N:10][C:11]=3[NH:22][C@@H:23]([CH:25]3[CH2:28][CH2:27][CH2:26]3)[CH3:24])[N:6]=2)[CH2:2][CH2:3][CH2:4]1, predict the reactants needed to synthesize it. The reactants are: [C:1]1([C:5]2[N:13]([CH2:14][C@H:15]3[CH2:20][CH2:19][C@H:18]([CH3:21])[CH2:17][CH2:16]3)[C:12]3[C:7](=[N:8][C:9]([C:29]#[N:30])=[N:10][C:11]=3[NH:22][C@@H:23]([CH:25]3[CH2:28][CH2:27][CH2:26]3)[CH3:24])[N:6]=2)[CH2:4][CH2:3][CH:2]=1. (6) Given the product [CH2:1]1[CH2:31][O:30][C:3]2([CH2:20][CH2:19][C:18]3[C@@:5]([OH:29])([CH2:6][CH2:7][C@@H:8]4[C:17]=3[C@@H:16]([C:21]3[CH:26]=[CH:25][C:24]([N:32]5[CH:36]=[CH:35][N:34]=[CH:33]5)=[CH:23][CH:22]=3)[CH2:15][C@@:13]3([CH3:14])[C@H:9]4[CH2:10][CH2:11][C:12]3=[O:28])[CH2:4]2)[O:2]1, predict the reactants needed to synthesize it. The reactants are: [CH2:1]1[CH2:31][O:30][C:3]2([CH2:20][CH2:19][C:18]3[C@@:5]([OH:29])([CH2:6][CH2:7][C@@H:8]4[C:17]=3[C@@H:16]([C:21]3[CH:26]=[CH:25][C:24](I)=[CH:23][CH:22]=3)[CH2:15][C@@:13]3([CH3:14])[C@H:9]4[CH2:10][CH2:11][C:12]3=[O:28])[CH2:4]2)[O:2]1.[NH:32]1[CH:36]=[CH:35][N:34]=[CH:33]1.CN(C)CC(O)=O.C(=O)([O-])[O-].[K+].[K+]. (7) Given the product [Cl:17][C:14]1[CH:15]=[CH:16][C:11]([N:8]2[CH2:9][CH2:10][N:5]([C:3](=[O:4])[CH2:2][N:20]3[CH2:24][CH2:23][NH:22][C:21]3=[O:25])[CH2:6][CH2:7]2)=[CH:12][C:13]=1[O:18][CH3:19], predict the reactants needed to synthesize it. The reactants are: Cl[CH2:2][C:3]([N:5]1[CH2:10][CH2:9][N:8]([C:11]2[CH:16]=[CH:15][C:14]([Cl:17])=[C:13]([O:18][CH3:19])[CH:12]=2)[CH2:7][CH2:6]1)=[O:4].[NH:20]1[CH2:24][CH2:23][NH:22][C:21]1=[O:25].C([O-])([O-])=O.[K+].[K+].